This data is from NCI-60 drug combinations with 297,098 pairs across 59 cell lines. The task is: Regression. Given two drug SMILES strings and cell line genomic features, predict the synergy score measuring deviation from expected non-interaction effect. Drug 1: CC1=C2C(C(=O)C3(C(CC4C(C3C(C(C2(C)C)(CC1OC(=O)C(C(C5=CC=CC=C5)NC(=O)OC(C)(C)C)O)O)OC(=O)C6=CC=CC=C6)(CO4)OC(=O)C)O)C)O. Drug 2: CCN(CC)CCNC(=O)C1=C(NC(=C1C)C=C2C3=C(C=CC(=C3)F)NC2=O)C. Cell line: HL-60(TB). Synergy scores: CSS=17.3, Synergy_ZIP=12.3, Synergy_Bliss=13.2, Synergy_Loewe=7.59, Synergy_HSA=7.81.